Regression. Given a peptide amino acid sequence and an MHC pseudo amino acid sequence, predict their binding affinity value. This is MHC class I binding data. From a dataset of Peptide-MHC class I binding affinity with 185,985 pairs from IEDB/IMGT. (1) The peptide sequence is WMAPSLTES. The MHC is HLA-B15:01 with pseudo-sequence HLA-B15:01. The binding affinity (normalized) is 0.137. (2) The peptide sequence is NRYGVAYVY. The MHC is HLA-B18:01 with pseudo-sequence HLA-B18:01. The binding affinity (normalized) is 0.723. (3) The peptide sequence is VVLANASRI. The MHC is H-2-Kb with pseudo-sequence H-2-Kb. The binding affinity (normalized) is 0.157.